From a dataset of Forward reaction prediction with 1.9M reactions from USPTO patents (1976-2016). Predict the product of the given reaction. (1) Given the reactants C(OC([NH:8][C:9]1[N:14]=[C:13]([C:15]2[S:19][C:18]([C:20]3([OH:32])[CH2:25][CH2:24][C@H:23]([C:26]([O:28][CH2:29][CH3:30])=[O:27])[C@H:22]([CH3:31])[CH2:21]3)=[N:17][CH:16]=2)[CH:12]=[C:11]([CH3:33])[CH:10]=1)=O)(C)(C)C.FC(F)(F)C(O)=O.[OH-].[K+].P([O-])([O-])([O-])=O.Cl, predict the reaction product. The product is: [NH2:8][C:9]1[N:14]=[C:13]([C:15]2[S:19][C:18]([C:20]3([OH:32])[CH2:25][CH2:24][C@H:23]([C:26]([O:28][CH2:29][CH3:30])=[O:27])[C@H:22]([CH3:31])[CH2:21]3)=[N:17][CH:16]=2)[CH:12]=[C:11]([CH3:33])[CH:10]=1. (2) The product is: [C:1]12([C:11]3[CH:12]=[C:13]([C:19]4[CH:20]=[C:21]([CH:31]=[CH:32][CH:33]=4)[CH:22]=[C:23]4[S:27][C:26]([NH:36][O:35][CH3:34])=[N:25][C:24]4=[O:30])[CH:14]=[C:15]([F:18])[C:16]=3[OH:17])[CH2:8][CH:7]3[CH2:6][CH:5]([CH2:4][CH:3]([CH2:9]3)[CH2:2]1)[CH2:10]2. Given the reactants [C:1]12([C:11]3[CH:12]=[C:13]([C:19]4[CH:20]=[C:21]([CH:31]=[CH:32][CH:33]=4)[CH:22]=[C:23]4[S:27][C:26](SC)=[N:25][C:24]4=[O:30])[CH:14]=[C:15]([F:18])[C:16]=3[OH:17])[CH2:10][CH:5]3[CH2:6][CH:7]([CH2:9][CH:3]([CH2:4]3)[CH2:2]1)[CH2:8]2.[CH3:34][O:35][NH2:36], predict the reaction product. (3) Given the reactants [Cl:1][C:2]1[CH:7]=[CH:6][C:5]([NH:8][C:9]([NH:11][CH2:12][CH:13]2[O:18][CH2:17][CH2:16][NH:15][CH2:14]2)=[O:10])=[CH:4][CH:3]=1.[Cl:19][C:20]1[S:21][C:22]([CH2:25]Cl)=[CH:23][CH:24]=1, predict the reaction product. The product is: [Cl:1][C:2]1[CH:7]=[CH:6][C:5]([NH:8][C:9]([NH:11][CH2:12][CH:13]2[O:18][CH2:17][CH2:16][N:15]([CH2:25][C:22]3[S:21][C:20]([Cl:19])=[CH:24][CH:23]=3)[CH2:14]2)=[O:10])=[CH:4][CH:3]=1. (4) Given the reactants [NH2:1][CH2:2][CH2:3][CH2:4][N:5]1[CH2:10][CH2:9][CH:8]([C:11]2[CH:12]=[C:13]([NH:17][C:18](=[O:22])[CH:19]([CH3:21])[CH3:20])[CH:14]=[CH:15][CH:16]=2)[CH2:7][CH2:6]1.[S:23]1[C:27]2[CH:28]=[CH:29][CH:30]=[CH:31][C:26]=2[C:25]([C:32](Cl)=[O:33])=[CH:24]1, predict the reaction product. The product is: [C:18]([NH:17][C:13]1[CH:12]=[C:11]([CH:8]2[CH2:9][CH2:10][N:5]([CH2:4][CH2:3][CH2:2][NH:1][C:32]([C:25]3[C:26]4[CH:31]=[CH:30][CH:29]=[CH:28][C:27]=4[S:23][CH:24]=3)=[O:33])[CH2:6][CH2:7]2)[CH:16]=[CH:15][CH:14]=1)(=[O:22])[CH:19]([CH3:20])[CH3:21]. (5) The product is: [C:1]1([NH:7][C:8](=[S:9])[C:27](=[C:22]2[N:21]=[CH:26][CH:25]=[CH:24][NH:23]2)[C:28]#[N:29])[CH:6]=[CH:5][CH:4]=[CH:3][CH:2]=1.[C:1]1([NH:7][C:8](=[S:9])[CH:36]([C:31]2[N:32]=[CH:33][CH:34]=[CH:35][N:30]=2)[C:37]([NH2:39])=[O:38])[CH:6]=[CH:5][CH:4]=[CH:3][CH:2]=1. Given the reactants [C:1]1([N:7]=[C:8]=[S:9])[CH:6]=[CH:5][CH:4]=[CH:3][CH:2]=1.NC1C=CC=CC=1.C(Cl)(Cl)=S.[N:21]1[CH:26]=[CH:25][CH:24]=[N:23][C:22]=1[CH2:27][C:28]#[N:29].[N:30]1[CH:35]=[CH:34][CH:33]=[N:32][C:31]=1[CH2:36][C:37]([NH2:39])=[O:38], predict the reaction product. (6) The product is: [CH2:1]([NH:3][C:4]1[C:5]([N+:10]([O-:12])=[O:11])=[CH:6][N:7]=[CH:8][C:9]=1[Br:18])[CH3:2]. Given the reactants [CH2:1]([NH:3][C:4]1[CH:9]=[CH:8][N:7]=[CH:6][C:5]=1[N+:10]([O-:12])=[O:11])[CH3:2].C([O-])(=O)C.[Na+].[Br:18]Br, predict the reaction product.